Dataset: Forward reaction prediction with 1.9M reactions from USPTO patents (1976-2016). Task: Predict the product of the given reaction. Given the reactants [CH3:1][O:2][C:3]1[C:7]([O:8][C:9]2[CH:14]=[CH:13][CH:12]=[CH:11][C:10]=2[O:15][CH3:16])=[C:6]([NH2:17])[N:5]([CH3:18])[N:4]=1.[C:19]([C:23]1[CH:28]=[CH:27][C:26]([S:29](N)(=[O:31])=[O:30])=[CH:25][CH:24]=1)([CH3:22])([CH3:21])[CH3:20], predict the reaction product. The product is: [C:19]([C:23]1[CH:28]=[CH:27][C:26]([S:29]([NH:17][C:6]2[N:5]([CH3:18])[N:4]=[C:3]([O:2][CH3:1])[C:7]=2[O:8][C:9]2[CH:14]=[CH:13][CH:12]=[CH:11][C:10]=2[O:15][CH3:16])(=[O:31])=[O:30])=[CH:25][CH:24]=1)([CH3:22])([CH3:20])[CH3:21].